Predict which catalyst facilitates the given reaction. From a dataset of Catalyst prediction with 721,799 reactions and 888 catalyst types from USPTO. (1) Reactant: [Si](OCC1C=CC(NC(=O)C=C)=C(Cl)C=1)(C(C)(C)C)(C)C.OC(C1SC=CC=1)(C1SC=CC=1)C(O[C@H]1CC[C@H](NC)CC1)=O.[OH:45][C:46]([C:86]1[S:87][CH:88]=[CH:89][CH:90]=1)([C:81]1[S:82][CH:83]=[CH:84][CH:85]=1)[C:47]([O:49][C@H:50]1[CH2:55][CH2:54][C@H:53]([N:56]([CH2:58][CH2:59][C:60]([NH:62][C:63]2[CH:68]=[C:67](OC)[C:66]([CH2:71][O:72][Si:73]([C:76]([CH3:79])([CH3:78])[CH3:77])([CH3:75])[CH3:74])=[CH:65][C:64]=2[Cl:80])=[O:61])[CH3:57])[CH2:52][CH2:51]1)=[O:48]. Product: [OH:45][C:46]([C:81]1[S:82][CH:83]=[CH:84][CH:85]=1)([C:86]1[S:87][CH:88]=[CH:89][CH:90]=1)[C:47]([O:49][C@H:50]1[CH2:51][CH2:52][C@H:53]([N:56]([CH2:58][CH2:59][C:60]([NH:62][C:63]2[CH:68]=[CH:67][C:66]([CH2:71][O:72][Si:73]([C:76]([CH3:79])([CH3:78])[CH3:77])([CH3:75])[CH3:74])=[CH:65][C:64]=2[Cl:80])=[O:61])[CH3:57])[CH2:54][CH2:55]1)=[O:48]. The catalyst class is: 4. (2) Reactant: [NH2:1][CH2:2][CH:3]([NH:7][C:8]([O:10][C:11]([CH3:14])([CH3:13])[CH3:12])=[O:9])[C:4]([OH:6])=[O:5].[CH:15](=O)[C:16]1[CH:21]=[CH:20][CH:19]=[CH:18][CH:17]=1.[CH2:23](N(CC)CC)C.[BH4-].[Na+].C[Si](C=[N+]=[N-])(C)C. Product: [CH3:23][O:5][C:4](=[O:6])[CH:3]([NH:7][C:8]([O:10][C:11]([CH3:14])([CH3:13])[CH3:12])=[O:9])[CH2:2][NH:1][CH2:15][C:16]1[CH:21]=[CH:20][CH:19]=[CH:18][CH:17]=1. The catalyst class is: 442.